Dataset: Catalyst prediction with 721,799 reactions and 888 catalyst types from USPTO. Task: Predict which catalyst facilitates the given reaction. (1) The catalyst class is: 633. Reactant: S(=O)(=O)=O.N1C=CC=CC=1.[OH:11][C@@H:12]([CH2:39][CH2:40][C:41]1[CH:46]=[CH:45][CH:44]=[CH:43][CH:42]=1)/[CH:13]=[CH:14]/[C@@H:15]1[C@@H:22]2[C@@H:18]([O:19][C:20](=[O:23])[CH2:21]2)[CH2:17][C@H:16]1[O:24][C:25](=[O:38])[C:26]1[CH:31]=[CH:30][C:29]([C:32]2[CH:37]=[CH:36][CH:35]=[CH:34][CH:33]=2)=[CH:28][CH:27]=1.C(N(CC)CC)C.O. Product: [O:11]=[C:12]([CH2:39][CH2:40][C:41]1[CH:46]=[CH:45][CH:44]=[CH:43][CH:42]=1)/[CH:13]=[CH:14]/[C@@H:15]1[C@@H:22]2[C@@H:18]([O:19][C:20](=[O:23])[CH2:21]2)[CH2:17][C@H:16]1[O:24][C:25](=[O:38])[C:26]1[CH:31]=[CH:30][C:29]([C:32]2[CH:33]=[CH:34][CH:35]=[CH:36][CH:37]=2)=[CH:28][CH:27]=1. (2) Reactant: O.[NH2:2][NH2:3].Cl[C:5]1[C:10]([C:11]([O:13][CH2:14][CH3:15])=[O:12])=[CH:9][N:8]=[C:7]([S:16][CH3:17])[N:6]=1. Product: [NH:2]([C:5]1[C:10]([C:11]([O:13][CH2:14][CH3:15])=[O:12])=[CH:9][N:8]=[C:7]([S:16][CH3:17])[N:6]=1)[NH2:3]. The catalyst class is: 8.